From a dataset of Forward reaction prediction with 1.9M reactions from USPTO patents (1976-2016). Predict the product of the given reaction. (1) Given the reactants [NH2:1][C:2]1[CH:11]=[C:10]2[C:5]([CH2:6][CH2:7][CH:8]([OH:12])[CH2:9]2)=[CH:4][CH:3]=1.ClC1C=CC([N:20]=[C:21]=[O:22])=CC=1C(F)(F)F, predict the reaction product. The product is: [OH:12][CH:8]1[CH2:9][C:10]2[CH:11]=[C:2]([NH:1][C:21](=[O:22])[NH2:20])[CH:3]=[CH:4][C:5]=2[CH2:6][CH2:7]1. (2) Given the reactants [C:9](O[C:9]([O:11][C:12]([CH3:15])([CH3:14])[CH3:13])=[O:10])([O:11][C:12]([CH3:15])([CH3:14])[CH3:13])=[O:10].[CH2:16]([S:19][C:20]1[CH:27]=[CH:26][CH:25]=[CH:24][C:21]=1[CH2:22][NH2:23])[CH:17]=[CH2:18].C(O)(=O)CC(CC(O)=O)(C(O)=O)O, predict the reaction product. The product is: [C:12]([O:11][C:9](=[O:10])[NH:23][CH2:22][C:21]1[CH:24]=[CH:25][CH:26]=[CH:27][C:20]=1[S:19][CH2:16][CH:17]=[CH2:18])([CH3:13])([CH3:14])[CH3:15]. (3) Given the reactants [CH3:1][O:2][C:3](=[O:42])[CH2:4][C@H:5]1[C:9]2[CH:10]=[CH:11][C:12]([O:14][C@H:15]3[C:23]4[C:18](=[C:19]([O:25][C:26]5[CH:31]=[CH:30][C:29]([O:32][Si](C(C)(C)C)(C)C)=[C:28]([C:40]#[N:41])[CH:27]=5)[CH:20]=[CH:21][C:22]=4[F:24])[CH2:17][CH2:16]3)=[CH:13][C:8]=2[O:7][CH2:6]1.[F-].C([N+](CCCC)(CCCC)CCCC)CCC, predict the reaction product. The product is: [CH3:1][O:2][C:3](=[O:42])[CH2:4][C@H:5]1[C:9]2[CH:10]=[CH:11][C:12]([O:14][C@H:15]3[C:23]4[C:18](=[C:19]([O:25][C:26]5[CH:31]=[CH:30][C:29]([OH:32])=[C:28]([C:40]#[N:41])[CH:27]=5)[CH:20]=[CH:21][C:22]=4[F:24])[CH2:17][CH2:16]3)=[CH:13][C:8]=2[O:7][CH2:6]1. (4) Given the reactants [I:1][C:2]1[CH:3]=[N:4][NH:5][CH:6]=1.[CH:7]([O:9][CH2:10][CH3:11])=[CH2:8].Cl, predict the reaction product. The product is: [CH2:7]([O:9][CH:10]([N:4]1[CH:3]=[C:2]([I:1])[CH:6]=[N:5]1)[CH3:11])[CH3:8]. (5) Given the reactants Cl.[N:2]1([C:8]2[CH:9]=[CH:10][C:11]([NH:14][C:15]([NH2:17])=[NH:16])=[N:12][CH:13]=2)[CH2:7][CH2:6][NH:5][CH2:4][CH2:3]1.C([O-])([O-])=O.[K+].[K+].[CH:24]1([N:29]2[C:33]([C:34](=O)/[C:35](/[F:40])=[CH:36]/N(C)C)=[CH:32][N:31]=[C:30]2[CH3:42])[CH2:28][CH2:27][CH2:26][CH2:25]1, predict the reaction product. The product is: [CH:24]1([N:29]2[C:33]([C:34]3[C:35]([F:40])=[CH:36][N:17]=[C:15]([NH:14][C:11]4[CH:10]=[CH:9][C:8]([N:2]5[CH2:7][CH2:6][NH:5][CH2:4][CH2:3]5)=[CH:13][N:12]=4)[N:16]=3)=[CH:32][N:31]=[C:30]2[CH3:42])[CH2:25][CH2:26][CH2:27][CH2:28]1. (6) The product is: [F:1][C:2]([F:15])([F:14])[S:3]([O:6][C:17]1[CH:26]=[C:21]([C:22]([O:24][CH3:25])=[O:23])[CH:20]=[C:19]([CH:18]=1)[C:27]([O:29][CH3:30])=[O:28])(=[O:5])=[O:4]. Given the reactants [F:1][C:2]([F:15])([F:14])[S:3]([O:6]S(C(F)(F)F)(=O)=O)(=[O:5])=[O:4].O[C:17]1[CH:18]=[C:19]([C:27]([O:29][CH3:30])=[O:28])[CH:20]=[C:21]([CH:26]=1)[C:22]([O:24][CH3:25])=[O:23].C(N(CC)CC)C.C(=O)([O-])O.[Na+], predict the reaction product.